Regression. Given a peptide amino acid sequence and an MHC pseudo amino acid sequence, predict their binding affinity value. This is MHC class II binding data. From a dataset of Peptide-MHC class II binding affinity with 134,281 pairs from IEDB. (1) The peptide sequence is TAYEGQRVVFIQPSPV. The MHC is DRB3_0101 with pseudo-sequence DRB3_0101. The binding affinity (normalized) is 0.105. (2) The peptide sequence is LHRVVLLESIAQFGD. The MHC is DRB1_1101 with pseudo-sequence DRB1_1101. The binding affinity (normalized) is 0.642. (3) The peptide sequence is VAAFTEALRIIAGVL. The MHC is HLA-DQA10101-DQB10501 with pseudo-sequence HLA-DQA10101-DQB10501. The binding affinity (normalized) is 0.304. (4) The peptide sequence is EKKYFAATQFEPEAA. The MHC is HLA-DPA10201-DPB11401 with pseudo-sequence HLA-DPA10201-DPB11401. The binding affinity (normalized) is 0.338.